The task is: Predict the reactants needed to synthesize the given product.. This data is from Full USPTO retrosynthesis dataset with 1.9M reactions from patents (1976-2016). (1) Given the product [CH2:22]([NH:25][C:2]1[C:11]2[C:6](=[CH:7][C:8]([O:12][CH3:13])=[CH:9][CH:10]=2)[C:5]([C:14]2[CH:19]=[CH:18][CH:17]=[CH:16][CH:15]=2)=[C:4]([C:20]#[N:21])[N:3]=1)[CH:23]=[CH2:24], predict the reactants needed to synthesize it. The reactants are: Cl[C:2]1[C:11]2[C:6](=[CH:7][C:8]([O:12][CH3:13])=[CH:9][CH:10]=2)[C:5]([C:14]2[CH:19]=[CH:18][CH:17]=[CH:16][CH:15]=2)=[C:4]([C:20]#[N:21])[N:3]=1.[CH2:22]([NH2:25])[CH:23]=[CH2:24]. (2) Given the product [C:27]([NH:26][C:24](=[O:25])[C:23]1[CH:31]=[C:32]([C:34]([F:36])([F:37])[F:35])[CH:33]=[C:21]([O:20][C:19]2[CH:38]=[CH:39][C:16]([NH:15][C:13]3[C:14]4[N:6]([CH2:5][CH2:4][NH:3][C:44](=[O:45])[CH2:43][C:42]([OH:41])([CH3:48])[CH3:47])[CH:7]=[CH:8][C:9]=4[N:10]=[CH:11][N:12]=3)=[CH:17][C:18]=2[Cl:40])[CH:22]=1)([CH3:30])([CH3:28])[CH3:29], predict the reactants needed to synthesize it. The reactants are: Cl.Cl.[NH2:3][CH2:4][CH2:5][N:6]1[C:14]2[C:13]([NH:15][C:16]3[CH:39]=[CH:38][C:19]([O:20][C:21]4[CH:22]=[C:23]([CH:31]=[C:32]([C:34]([F:37])([F:36])[F:35])[CH:33]=4)[C:24]([NH:26][C:27]([CH3:30])([CH3:29])[CH3:28])=[O:25])=[C:18]([Cl:40])[CH:17]=3)=[N:12][CH:11]=[N:10][C:9]=2[CH:8]=[CH:7]1.[OH:41][C:42]([CH3:48])([CH3:47])[CH2:43][C:44](O)=[O:45].Cl.C(N=C=NCCCN(C)C)C.ON1C2C=CC=CC=2N=N1. (3) Given the product [NH2:23][C:24]1[N:29]=[C:28]([N:18]2[C:19]3[CH:20]=[CH:21][CH:22]=[C:14]([C:12]([NH:11][C@@H:9]([C:5]4[CH:6]=[CH:7][CH:8]=[C:3]([O:2][CH3:1])[CH:4]=4)[CH3:10])=[O:13])[C:15]=3[CH:16]=[CH:17]2)[CH:27]=[CH:26][N:25]=1, predict the reactants needed to synthesize it. The reactants are: [CH3:1][O:2][C:3]1[CH:4]=[C:5]([C@H:9]([NH:11][C:12]([C:14]2[C:15]3[CH:16]=[CH:17][NH:18][C:19]=3[CH:20]=[CH:21][CH:22]=2)=[O:13])[CH3:10])[CH:6]=[CH:7][CH:8]=1.[NH2:23][C:24]1[N:29]=[C:28](Cl)[CH:27]=[CH:26][N:25]=1.NC1N=C(N2C3C=CC=C(C(NCC4C=CC=CC=4Cl)=O)C=3C=C2)C=CN=1.CO. (4) Given the product [Br:1][C:2]1[CH:7]=[C:6]([I:8])[CH:5]=[C:4]([CH2:9][Cl:11])[CH:3]=1, predict the reactants needed to synthesize it. The reactants are: [Br:1][C:2]1[CH:3]=[C:4]([CH2:9]O)[CH:5]=[C:6]([I:8])[CH:7]=1.[Cl:11]CCl.S(Cl)(Cl)(=O)=O. (5) Given the product [F:1][C:2]1[CH:35]=[C:34]([N+:36]([O-:38])=[O:37])[CH:33]=[CH:32][C:3]=1[O:4][C:5]1[C:14]2[C:9](=[CH:10][C:11]([O:17][CH2:18][CH:19]3[CH2:24][CH2:23][NH:22][CH2:21][CH2:20]3)=[C:12]([O:15][CH3:16])[CH:13]=2)[N:8]=[CH:7][CH:6]=1, predict the reactants needed to synthesize it. The reactants are: [F:1][C:2]1[CH:35]=[C:34]([N+:36]([O-:38])=[O:37])[CH:33]=[CH:32][C:3]=1[O:4][C:5]1[C:14]2[C:9](=[CH:10][C:11]([O:17][CH2:18][CH:19]3[CH2:24][CH2:23][N:22](C(OC(C)(C)C)=O)[CH2:21][CH2:20]3)=[C:12]([O:15][CH3:16])[CH:13]=2)[N:8]=[CH:7][CH:6]=1.FC(F)(F)C(O)=O. (6) The reactants are: [Li+].CC([N-]C(C)C)C.[NH2:9][C:10]1[C:23]([Br:24])=[CH:22][C:13]2[C:14]([C:17]([O:19][CH2:20][CH3:21])=[O:18])=[CH:15][O:16][C:12]=2[CH:11]=1.[C:25]1(=[O:30])[CH2:29][CH2:28][CH2:27][CH2:26]1.[NH4+].[Cl-]. Given the product [NH2:9][C:10]1[C:23]([Br:24])=[CH:22][C:13]2[C:14]([C:17]([O:19][CH2:20][CH3:21])=[O:18])=[C:15]([C:25]3([OH:30])[CH2:29][CH2:28][CH2:27][CH2:26]3)[O:16][C:12]=2[CH:11]=1, predict the reactants needed to synthesize it. (7) The reactants are: [F:1][C:2]1[C:7]2[O:8][CH2:9][CH2:10][O:11][C:6]=2[CH:5]=[C:4]([CH:12]=[O:13])[CH:3]=1.[BH4-].[Na+].C(O)(=O)C. Given the product [F:1][C:2]1[C:7]2[O:8][CH2:9][CH2:10][O:11][C:6]=2[CH:5]=[C:4]([CH2:12][OH:13])[CH:3]=1, predict the reactants needed to synthesize it. (8) Given the product [CH2:16]([O:15][C:13]1[CH:12]=[CH:11][C:8]([CH:9]=[O:10])=[C:7]([OH:6])[CH:14]=1)[C:17]1[CH:22]=[CH:21][CH:20]=[CH:19][CH:18]=1, predict the reactants needed to synthesize it. The reactants are: C(=O)(O)[O-].[Na+].[OH:6][C:7]1[CH:14]=[C:13]([OH:15])[CH:12]=[CH:11][C:8]=1[CH:9]=[O:10].[CH2:16](Br)[C:17]1[CH:22]=[CH:21][CH:20]=[CH:19][CH:18]=1. (9) Given the product [NH2:42][C:43]1[CH:48]=[CH:47][CH:46]=[CH:45][C:44]=1[NH:49][C:50]([C:52]1[S:60][C:55]2[CH2:56][N:57]([C:8](=[O:10])[CH2:7][O:6][C:5]3[CH:11]=[CH:12][CH:13]=[C:3]([O:2][CH3:1])[CH:4]=3)[CH2:58][CH2:59][C:54]=2[CH:53]=1)=[O:51], predict the reactants needed to synthesize it. The reactants are: [CH3:1][O:2][C:3]1[CH:4]=[C:5]([CH:11]=[CH:12][CH:13]=1)[O:6][CH2:7][C:8]([OH:10])=O.ON1C2C=CC=CC=2N=N1.C(N=C=NCCCN(C)C)C.CN1CCOCC1.[NH2:42][C:43]1[CH:48]=[CH:47][CH:46]=[CH:45][C:44]=1[NH:49][C:50]([C:52]1[S:60][C:55]2[CH2:56][NH:57][CH2:58][CH2:59][C:54]=2[CH:53]=1)=[O:51].